This data is from Forward reaction prediction with 1.9M reactions from USPTO patents (1976-2016). The task is: Predict the product of the given reaction. (1) Given the reactants C(=O)([O-])[O-].[K+].[K+].[CH2:7]([NH:11][CH2:12][CH2:13][CH2:14][CH3:15])[CH2:8][CH2:9][CH3:10].Cl[C:17]1[N:22]=[C:21]([NH:23][CH2:24][CH2:25][CH2:26][N:27]2[CH2:32][CH2:31][CH2:30][CH2:29][CH2:28]2)[C:20]([N+:33]([O-:35])=[O:34])=[CH:19][CH:18]=1, predict the reaction product. The product is: [CH2:7]([N:11]([CH2:12][CH2:13][CH2:14][CH3:15])[C:17]1[N:22]=[C:21]([NH:23][CH2:24][CH2:25][CH2:26][N:27]2[CH2:32][CH2:31][CH2:30][CH2:29][CH2:28]2)[C:20]([N+:33]([O-:35])=[O:34])=[CH:19][CH:18]=1)[CH2:8][CH2:9][CH3:10]. (2) Given the reactants [F:1][C:2]1[CH:7]=[CH:6][C:5]([C@@H:8]2[CH2:13][CH2:12][NH:11][CH2:10][C@H:9]2[CH2:14][OH:15])=[CH:4][CH:3]=1.O, predict the reaction product. The product is: [OH2:15].[F:1][C:2]1[CH:7]=[CH:6][C:5]([C@@H:8]2[CH2:13][CH2:12][NH:11][CH2:10][C@H:9]2[CH2:14][OH:15])=[CH:4][CH:3]=1. (3) Given the reactants [Cl:1][C:2]1[CH:29]=[CH:28][C:5]([C:6]([NH:8][CH:9]([C:22]2[CH:27]=[CH:26][CH:25]=[CH:24][CH:23]=2)[CH2:10][CH2:11][CH2:12][CH2:13][NH:14]C(=O)OC(C)(C)C)=[O:7])=[CH:4][C:3]=1[NH:30][C:31]([C:33]1[C:44](=[O:45])[NH:43][C:36]2[N:37]=[C:38]([O:41][CH3:42])[N:39]=[CH:40][C:35]=2[CH:34]=1)=[O:32].FC(F)(F)C(O)=O, predict the reaction product. The product is: [NH2:14][CH2:13][CH2:12][CH2:11][CH2:10][CH:9]([NH:8][C:6]([C:5]1[CH:28]=[CH:29][C:2]([Cl:1])=[C:3]([NH:30][C:31]([C:33]2[C:44](=[O:45])[NH:43][C:36]3[N:37]=[C:38]([O:41][CH3:42])[N:39]=[CH:40][C:35]=3[CH:34]=2)=[O:32])[CH:4]=1)=[O:7])[C:22]1[CH:27]=[CH:26][CH:25]=[CH:24][CH:23]=1. (4) Given the reactants [C:1]([C:4]1[N:9]=[N:8][C:7]([NH:10][C@@H:11]2[CH2:15][CH2:14][N:13](C(OC(C)(C)C)=O)[CH2:12]2)=[N:6][C:5]=1[NH:23][C:24]1[CH:29]=[CH:28][C:27]([C:30]([N:32]2[CH2:37][CH2:36][O:35][CH2:34][CH2:33]2)=[O:31])=[CH:26][CH:25]=1)(=[O:3])[NH2:2].[ClH:38], predict the reaction product. The product is: [N:32]1([C:30]([C:27]2[CH:28]=[CH:29][C:24]([NH:23][C:5]3[N:6]=[C:7]([NH:10][C@@H:11]4[CH2:15][CH2:14][NH:13][CH2:12]4)[N:8]=[N:9][C:4]=3[C:1]([NH2:2])=[O:3])=[CH:25][CH:26]=2)=[O:31])[CH2:33][CH2:34][O:35][CH2:36][CH2:37]1.[ClH:38].